From a dataset of Reaction yield outcomes from USPTO patents with 853,638 reactions. Predict the reaction yield, written as a fraction of the theoretical maximum amount of product (1.0 means a 100% yield; for example, 0.34 means a 34% yield). (1) The reactants are Cl.[CH3:2][O:3][C:4]([CH:6]1[CH2:9][NH:8][CH2:7]1)=[O:5].Cl[C:11]1[N:16]=[CH:15][CH:14]=[CH:13][N:12]=1. The catalyst is CO. The product is [CH3:2][O:3][C:4]([CH:6]1[CH2:9][N:8]([C:11]2[N:16]=[CH:15][CH:14]=[CH:13][N:12]=2)[CH2:7]1)=[O:5]. The yield is 0.720. (2) The reactants are [CH2:1]1[CH2:6][C@H:5]([C:7]([OH:9])=[O:8])[CH2:4][CH2:3][C@H:2]1[CH2:10][NH2:11].[CH3:12][CH:13]([CH3:32])[C:14]([O:16][CH:17]([O:21][C:22](ON1C(=O)CCC1=O)=[O:23])[CH2:18][CH2:19][CH3:20])=[O:15]. The catalyst is CC(OC)(C)C.CC(C)=O.O. The product is [CH3:32][CH:13]([CH3:12])[C:14]([O:16][CH:17]([O:21][C:22]([NH:11][CH2:10][C@H:2]1[CH2:3][CH2:4][C@H:5]([C:7]([OH:9])=[O:8])[CH2:6][CH2:1]1)=[O:23])[CH2:18][CH2:19][CH3:20])=[O:15]. The yield is 0.130. (3) The reactants are [Br:1][C:2]1[C:10]2[S:9][C:8]([NH:11][C:12](=[O:16])[NH:13][CH2:14][CH3:15])=[N:7][C:6]=2[CH:5]=[C:4]([C:17]2[CH:18]=[N:19][C:20]([N:23]3[CH2:28][CH2:27][C:26]([CH3:34])([C:29]([O:31][CH2:32][CH3:33])=[O:30])[CH2:25][CH2:24]3)=[N:21][CH:22]=2)[CH:3]=1.[CH3:35][N:36]1[CH2:41]COC[CH2:37]1.C=O.CN. The catalyst is CCO. The product is [Br:1][C:2]1[C:10]2[S:9][C:8]([N:11]3[CH2:37][N:36]([CH3:41])[CH2:35][N:13]([CH2:14][CH3:15])[C:12]3=[O:16])=[N:7][C:6]=2[CH:5]=[C:4]([C:17]2[CH:18]=[N:19][C:20]([N:23]3[CH2:28][CH2:27][C:26]([CH3:34])([C:29]([O:31][CH2:32][CH3:33])=[O:30])[CH2:25][CH2:24]3)=[N:21][CH:22]=2)[CH:3]=1. The yield is 0.750. (4) The reactants are [CH3:1][C@@:2]1([CH2:8][CH2:9][C:10]2[N:11]([CH3:16])[C:12](I)=[CH:13][CH:14]=2)[CH2:6][O:5][C:4](=[O:7])[NH:3]1.[CH:17]1([CH2:23][CH2:24][O:25][C:26]2[CH:27]=[C:28](B3OC(C)(C)C(C)(C)O3)[CH:29]=[CH:30][CH:31]=2)[CH2:22][CH2:21][CH2:20][CH2:19][CH2:18]1.C(=O)([O-])[O-].[Cs+].[Cs+].C(COC)OC. The catalyst is C(#N)C.O.O. The product is [CH3:1][C@@:2]1([CH2:8][CH2:9][C:10]2([C:30]3[CH:29]=[CH:28][CH:27]=[C:26]([O:25][CH2:24][CH2:23][CH:17]4[CH2:22][CH2:21][CH2:20][CH2:19][CH2:18]4)[CH:31]=3)[CH2:14][CH:13]=[CH:12][N:11]2[CH3:16])[CH2:6][O:5][C:4](=[O:7])[NH:3]1. The yield is 0.110. (5) The reactants are Br[C:2]1[CH:7]=[CH:6][C:5]([C:8]([F:11])([F:10])[F:9])=[C:4]([F:12])[CH:3]=1.B1(B2OC(C)(C)C(C)(C)O2)OC(C)(C)C(C)(C)O1.C([O-])(=O)C.[K+].Br[C:37]1[CH:38]=[C:39]2[C:44](=[C:45]([N+:47]([O-:49])=[O:48])[CH:46]=1)[NH:43][C:42](=[O:50])[CH2:41][CH2:40]2.[F-].[Cs+]. The catalyst is CN(C)C=O.C1C=CC([P]([Pd]([P](C2C=CC=CC=2)(C2C=CC=CC=2)C2C=CC=CC=2)([P](C2C=CC=CC=2)(C2C=CC=CC=2)C2C=CC=CC=2)[P](C2C=CC=CC=2)(C2C=CC=CC=2)C2C=CC=CC=2)(C2C=CC=CC=2)C2C=CC=CC=2)=CC=1. The product is [F:12][C:4]1[CH:3]=[C:2]([C:37]2[CH:38]=[C:39]3[C:44](=[C:45]([N+:47]([O-:49])=[O:48])[CH:46]=2)[NH:43][C:42](=[O:50])[CH2:41][CH2:40]3)[CH:7]=[CH:6][C:5]=1[C:8]([F:11])([F:10])[F:9]. The yield is 0.590.